This data is from Catalyst prediction with 721,799 reactions and 888 catalyst types from USPTO. The task is: Predict which catalyst facilitates the given reaction. (1) Reactant: C[O:2][C:3]([C@H:5]1[CH2:9][O:8][CH:7]([CH2:10][O:11][C:12](=[O:19])[C:13]2[CH:18]=[CH:17][CH:16]=[CH:15][CH:14]=2)[O:6]1)=[O:4].[OH-].[Li+].S(=O)(=O)(O)O. Product: [C:12]([O:11][CH2:10][C@@H:7]1[O:6][C@@H:5]([C:3]([OH:4])=[O:2])[CH2:9][O:8]1)(=[O:19])[C:13]1[CH:18]=[CH:17][CH:16]=[CH:15][CH:14]=1. The catalyst class is: 30. (2) Reactant: C(OC([N:8]1[CH2:13][CH2:12][CH:11]([CH2:14][OH:15])[CH2:10][CH2:9]1)=O)(C)(C)C.Br[CH2:17][CH2:18][CH2:19][O:20][Si](C(C)C)(C(C)C)C(C)C.[H-].[Na+].O. Product: [OH:20][CH2:19][CH2:18][CH2:17][O:15][CH2:14][CH:11]1[CH2:10][CH2:9][NH:8][CH2:13][CH2:12]1. The catalyst class is: 3. (3) Reactant: [OH:1][C:2]1[CH:3]=[C:4]([CH2:8][NH:9][C:10](=[O:18])[C:11]2[CH:16]=[CH:15][CH:14]=[N:13][C:12]=2[NH2:17])[CH:5]=[CH:6][CH:7]=1.Br[CH2:20][CH2:21][CH3:22].C(=O)([O-])[O-].[Cs+].[Cs+].CN(C=O)C. Product: [CH2:20]([O:1][C:2]1[CH:3]=[C:4]([CH2:8][NH:9][C:10](=[O:18])[C:11]2[CH:16]=[CH:15][CH:14]=[N:13][C:12]=2[NH2:17])[CH:5]=[CH:6][CH:7]=1)[CH2:21][CH3:22]. The catalyst class is: 6.